Dataset: Catalyst prediction with 721,799 reactions and 888 catalyst types from USPTO. Task: Predict which catalyst facilitates the given reaction. (1) Reactant: [CH2:1]([C@@:5]1([CH2:28][CH3:29])[NH:11][C@H:10]([C:12]2[CH:17]=[CH:16][CH:15]=[CH:14][CH:13]=2)[C:9]2[CH:18]=[C:19]([O:24][CH3:25])[C:20]([CH2:22][NH2:23])=[CH:21][C:8]=2[S:7](=[O:27])(=[O:26])[CH2:6]1)[CH2:2][CH2:3][CH3:4].[Na+].Br[CH2:32][CH2:33][S:34]([O-:37])(=[O:36])=[O:35].FC(F)(F)C(O)=O. Product: [NH4+:11].[CH2:1]([C@@:5]1([CH2:28][CH3:29])[NH:11][C@H:10]([C:12]2[CH:13]=[CH:14][CH:15]=[CH:16][CH:17]=2)[C:9]2[CH:18]=[C:19]([O:24][CH3:25])[C:20]([CH2:22][NH:23][CH2:32][CH2:33][S:34]([O-:37])(=[O:36])=[O:35])=[CH:21][C:8]=2[S:7](=[O:26])(=[O:27])[CH2:6]1)[CH2:2][CH2:3][CH3:4]. The catalyst class is: 3. (2) Reactant: [Cl:1][C:2]1[C:3]([F:45])=[C:4]([C@@H:8]2[C@:12]([C:15]3[CH:20]=[CH:19][C:18]([Cl:21])=[CH:17][C:16]=3[F:22])([C:13]#[N:14])[C@H:11]([CH2:23][C:24]([CH3:27])([CH3:26])[CH3:25])[NH:10][C@H:9]2[C:28]([NH:30][C:31]2[CH:39]=[CH:38][C:34]([C:35]([OH:37])=[O:36])=[CH:33][C:32]=2OC(F)(F)F)=[O:29])[CH:5]=[CH:6][CH:7]=1.[CH:46](=O)[CH2:47][CH2:48][CH:49]=[CH2:50].C[C:53](O)=[O:54].[C:56](O[BH-](OC(=O)C)OC(=O)C)(=O)C.[Na+]. Product: [CH3:56][O:37][C:35](=[O:36])[C:34]1[CH:38]=[CH:39][C:31]([N:30]2[C:28](=[O:29])[C@H:9]3[C@H:8]([C:4]4[CH:5]=[CH:6][CH:7]=[C:2]([Cl:1])[C:3]=4[F:45])[C@:12]([C:15]4[CH:20]=[CH:19][C:18]([Cl:21])=[CH:17][C:16]=4[F:22])([C:13]#[N:14])[C@H:11]([CH2:23][C:24]([CH3:27])([CH3:25])[CH3:26])[N:10]3[C@@H:46]2[CH2:47][CH2:48][CH:49]=[CH2:50])=[CH:32][C:33]=1[O:54][CH3:53]. The catalyst class is: 74. (3) Reactant: [C:1]1([P:7]([C:14]2[CH:19]=[CH:18][CH:17]=[CH:16][CH:15]=2)[C:8]2[CH:13]=[CH:12][CH:11]=[CH:10][CH:9]=2)[CH:6]=[CH:5][CH:4]=[CH:3][CH:2]=1.[CH3:20][C:21]1[CH:22]=[C:23]([CH:26]=[CH:27][C:28]=1[O:29][CH3:30])[CH2:24][Cl:25]. Product: [Cl-:25].[CH3:20][C:21]1[CH:22]=[C:23]([CH:26]=[CH:27][C:28]=1[O:29][CH3:30])[CH2:24][PH:7]([C:1]1[CH:2]=[CH:3][CH:4]=[CH:5][CH:6]=1)([C:8]1[CH:13]=[CH:12][CH:11]=[CH:10][CH:9]=1)[C:14]1[CH:15]=[CH:16][CH:17]=[CH:18][CH:19]=1. The catalyst class is: 11.